Dataset: Reaction yield outcomes from USPTO patents with 853,638 reactions. Task: Predict the reaction yield, written as a fraction of the theoretical maximum amount of product (1.0 means a 100% yield; for example, 0.34 means a 34% yield). The reactants are CN1C(=O)CCC1.Cl[C:9]1[CH:10]=[C:11]([N:18]([CH2:26][CH:27]2[CH2:32][CH2:31][O:30][CH2:29][CH2:28]2)[C:19](=[O:25])[O:20][C:21]([CH3:24])([CH3:23])[CH3:22])[C:12]2[N:13]([CH:15]=[N:16][N:17]=2)[N:14]=1.[CH:33]1([NH2:38])[CH2:37][CH2:36][CH2:35][CH2:34]1.O. The catalyst is C(OCC)(=O)C. The product is [CH:33]1([NH:38][C:9]2[CH:10]=[C:11]([N:18]([CH2:26][CH:27]3[CH2:32][CH2:31][O:30][CH2:29][CH2:28]3)[C:19](=[O:25])[O:20][C:21]([CH3:24])([CH3:23])[CH3:22])[C:12]3[N:13]([CH:15]=[N:16][N:17]=3)[N:14]=2)[CH2:37][CH2:36][CH2:35][CH2:34]1. The yield is 0.590.